Dataset: NCI-60 drug combinations with 297,098 pairs across 59 cell lines. Task: Regression. Given two drug SMILES strings and cell line genomic features, predict the synergy score measuring deviation from expected non-interaction effect. (1) Drug 1: CN1C(=O)N2C=NC(=C2N=N1)C(=O)N. Drug 2: CC1=C(C=C(C=C1)C(=O)NC2=CC(=CC(=C2)C(F)(F)F)N3C=C(N=C3)C)NC4=NC=CC(=N4)C5=CN=CC=C5. Cell line: SNB-75. Synergy scores: CSS=-4.60, Synergy_ZIP=1.75, Synergy_Bliss=-1.56, Synergy_Loewe=-3.26, Synergy_HSA=-5.95. (2) Drug 1: CC1=C(C=C(C=C1)NC2=NC=CC(=N2)N(C)C3=CC4=NN(C(=C4C=C3)C)C)S(=O)(=O)N.Cl. Drug 2: C1CCN(CC1)CCOC2=CC=C(C=C2)C(=O)C3=C(SC4=C3C=CC(=C4)O)C5=CC=C(C=C5)O. Cell line: TK-10. Synergy scores: CSS=7.79, Synergy_ZIP=0.344, Synergy_Bliss=7.18, Synergy_Loewe=6.24, Synergy_HSA=6.34. (3) Drug 1: CC(C1=C(C=CC(=C1Cl)F)Cl)OC2=C(N=CC(=C2)C3=CN(N=C3)C4CCNCC4)N. Drug 2: C1CCC(CC1)NC(=O)N(CCCl)N=O. Cell line: HCT-15. Synergy scores: CSS=33.9, Synergy_ZIP=0.707, Synergy_Bliss=4.11, Synergy_Loewe=1.35, Synergy_HSA=3.21. (4) Cell line: SF-295. Drug 1: C1=NC2=C(N1)C(=S)N=C(N2)N. Drug 2: CCC1(CC2CC(C3=C(CCN(C2)C1)C4=CC=CC=C4N3)(C5=C(C=C6C(=C5)C78CCN9C7C(C=CC9)(C(C(C8N6C)(C(=O)OC)O)OC(=O)C)CC)OC)C(=O)OC)O.OS(=O)(=O)O. Synergy scores: CSS=33.0, Synergy_ZIP=-8.50, Synergy_Bliss=-9.09, Synergy_Loewe=-5.78, Synergy_HSA=-3.38. (5) Drug 1: CS(=O)(=O)C1=CC(=C(C=C1)C(=O)NC2=CC(=C(C=C2)Cl)C3=CC=CC=N3)Cl. Drug 2: C1CN(CCN1C(=O)CCBr)C(=O)CCBr. Cell line: LOX IMVI. Synergy scores: CSS=21.5, Synergy_ZIP=-7.60, Synergy_Bliss=-5.62, Synergy_Loewe=-6.07, Synergy_HSA=-2.22. (6) Drug 1: CC1=CC=C(C=C1)C2=CC(=NN2C3=CC=C(C=C3)S(=O)(=O)N)C(F)(F)F. Drug 2: CC1C(C(CC(O1)OC2CC(CC3=C2C(=C4C(=C3O)C(=O)C5=CC=CC=C5C4=O)O)(C(=O)C)O)N)O. Cell line: SF-539. Synergy scores: CSS=49.3, Synergy_ZIP=-0.208, Synergy_Bliss=2.29, Synergy_Loewe=-3.46, Synergy_HSA=4.31.